This data is from Forward reaction prediction with 1.9M reactions from USPTO patents (1976-2016). The task is: Predict the product of the given reaction. (1) Given the reactants Br[CH:2]([C:4]1[CH:5]=[C:6]([C:10]2[CH:11]=[CH:12][N:13]3[C:18]([C:19]=2[CH3:20])=[C:17]([CH:21]2[CH2:23][CH2:22]2)[CH:16]=[C:15]([C:24]([O:26]CC)=[O:25])[C:14]3=[O:29])[CH:7]=[CH:8][CH:9]=1)[CH3:3].[CH3:30][NH2:31], predict the reaction product. The product is: [CH:21]1([C:17]2[CH:16]=[C:15]([C:24]([OH:26])=[O:25])[C:14](=[O:29])[N:13]3[C:18]=2[C:19]([CH3:20])=[C:10]([C:6]2[CH:7]=[CH:8][CH:9]=[C:4]([CH:2]([NH:31][CH3:30])[CH3:3])[CH:5]=2)[CH:11]=[CH:12]3)[CH2:23][CH2:22]1. (2) Given the reactants [N+:1]([C:4]1[CH:5]=[CH:6][C:7]([N:10]([CH2:18][CH2:19][N:20]2[CH:24]=[CH:23][CH:22]=[N:21]2)[C:11](=[O:17])[O:12][C:13]([CH3:16])([CH3:15])[CH3:14])=[N:8][CH:9]=1)([O-])=O.[H][H], predict the reaction product. The product is: [NH2:1][C:4]1[CH:5]=[CH:6][C:7]([N:10]([CH2:18][CH2:19][N:20]2[CH:24]=[CH:23][CH:22]=[N:21]2)[C:11](=[O:17])[O:12][C:13]([CH3:15])([CH3:16])[CH3:14])=[N:8][CH:9]=1. (3) Given the reactants [NH:1]1[CH:5]=[C:4]([C:6]2[C:7]3[CH:14]=[CH:13][N:12]([CH2:15][O:16][CH2:17][CH2:18][Si:19]([CH3:22])([CH3:21])[CH3:20])[C:8]=3[N:9]=[CH:10][N:11]=2)[CH:3]=[N:2]1.[CH:23]1(/[CH:28]=[CH:29]/[C:30]([O:32][CH3:33])=[O:31])[CH2:27][CH2:26][CH2:25][CH2:24]1.C1CCN2C(=NCCC2)CC1, predict the reaction product. The product is: [CH:23]1([CH:28]([N:1]2[CH:5]=[C:4]([C:6]3[C:7]4[CH:14]=[CH:13][N:12]([CH2:15][O:16][CH2:17][CH2:18][Si:19]([CH3:22])([CH3:21])[CH3:20])[C:8]=4[N:9]=[CH:10][N:11]=3)[CH:3]=[N:2]2)[CH2:29][C:30]([O:32][CH3:33])=[O:31])[CH2:27][CH2:26][CH2:25][CH2:24]1. (4) Given the reactants Br[C:2]1[CH:9]=[N:8][CH:7]=[C:6]([N:10]2[CH2:22][CH2:21][N:13]3[C:14]4[CH2:15][CH2:16][CH2:17][CH2:18][C:19]=4[CH:20]=[C:12]3[C:11]2=[O:23])[C:3]=1[CH:4]=[O:5].[CH3:24][N:25]1[CH:30]=[C:29](B2OC(C)(C)C(C)(C)O2)[CH:28]=[C:27]([NH:40][C:41]2[CH:46]=[CH:45][C:44]([N:47]3[CH2:52][CH2:51][N:50]([CH:53]4[CH2:56][O:55][CH2:54]4)[CH2:49][CH2:48]3)=[CH:43][N:42]=2)[C:26]1=[O:57].[O-]P([O-])([O-])=O.[K+].[K+].[K+].CC([O-])=O.[Na+], predict the reaction product. The product is: [CH3:24][N:25]1[C:26](=[O:57])[C:27]([NH:40][C:41]2[CH:46]=[CH:45][C:44]([N:47]3[CH2:52][CH2:51][N:50]([CH:53]4[CH2:54][O:55][CH2:56]4)[CH2:49][CH2:48]3)=[CH:43][N:42]=2)=[CH:28][C:29]([C:2]2[CH:9]=[N:8][CH:7]=[C:6]([N:10]3[CH2:22][CH2:21][N:13]4[C:14]5[CH2:15][CH2:16][CH2:17][CH2:18][C:19]=5[CH:20]=[C:12]4[C:11]3=[O:23])[C:3]=2[CH:4]=[O:5])=[CH:30]1. (5) Given the reactants [Cl:1][C:2]1[C:7]([C:8]2[CH:13]=[CH:12][CH:11]=[CH:10][CH:9]=2)=[C:6](Cl)[N:5]2[N:15]=[CH:16][N:17]=[C:4]2[N:3]=1.C(O)(=O)C.CO, predict the reaction product. The product is: [Cl:1][C:2]1[C:7]([C:8]2[CH:13]=[CH:12][CH:11]=[CH:10][CH:9]=2)=[CH:6][N:5]2[N:15]=[CH:16][N:17]=[C:4]2[N:3]=1. (6) Given the reactants [C:1]1([CH2:7][CH2:8][CH2:9][CH:10]2[CH2:15][CH2:14][NH:13][CH2:12][CH2:11]2)[CH:6]=[CH:5][CH:4]=[CH:3][CH:2]=1.[C:16](=O)=[CH:17][CH2:18][CH2:19][CH2:20][CH2:21][CH2:22][CH3:23].C([OH:27])C, predict the reaction product. The product is: [C:1]1([CH2:7][CH2:8][CH2:9][CH:10]2[CH2:11][CH2:12][N:13]([CH2:16][CH2:17][C:18](=[O:27])[CH2:19][CH2:20][CH2:21][CH2:22][CH3:23])[CH2:14][CH2:15]2)[CH:6]=[CH:5][CH:4]=[CH:3][CH:2]=1. (7) Given the reactants [CH3:1][O:2][C:3]1[CH:4]=[CH:5][C:6]2[C:11](=[O:12])[N:10]([CH2:13][C:14]([OH:16])=O)[N:9]=[N:8][C:7]=2[CH:17]=1.[F:18][C:19]([F:30])([F:29])[C:20]1[CH:25]=[CH:24][C:23]([C@@H:26]([NH2:28])[CH3:27])=[CH:22][CH:21]=1, predict the reaction product. The product is: [CH3:1][O:2][C:3]1[CH:4]=[CH:5][C:6]2[C:11](=[O:12])[N:10]([CH2:13][C:14]([NH:28][C@H:26]([C:23]3[CH:22]=[CH:21][C:20]([C:19]([F:18])([F:29])[F:30])=[CH:25][CH:24]=3)[CH3:27])=[O:16])[N:9]=[N:8][C:7]=2[CH:17]=1. (8) Given the reactants CN[OH:3].Cl.C[O-].[Na+].[Br:8][C:9]1[CH:17]=[C:16]2[C:12]([CH2:13][C:14]3([CH2:34][CH2:33][CH:32]([O:35][CH3:36])[CH2:31][CH2:30]3)[C:15]2([NH:23][S:24]([C:26]([CH3:29])([CH3:28])[CH3:27])=[O:25])[C:18]([O:20][CH2:21][CH3:22])=C)=[CH:11][CH:10]=1, predict the reaction product. The product is: [Br:8][C:9]1[CH:17]=[C:16]2[C:12]([CH2:13][C:14]3([CH2:34][CH2:33][CH:32]([O:35][CH3:36])[CH2:31][CH2:30]3)[C:15]2([NH:23][S:24]([C:26]([CH3:28])([CH3:29])[CH3:27])=[O:25])[C:18]([O:20][CH2:21][CH3:22])=[O:3])=[CH:11][CH:10]=1.